Dataset: Forward reaction prediction with 1.9M reactions from USPTO patents (1976-2016). Task: Predict the product of the given reaction. (1) Given the reactants [CH:1]([C:4]1[CH:5]=[C:6]([CH:12]=[CH:13][CH:14]=1)[O:7][CH2:8][C:9](O)=[O:10])([CH3:3])[CH3:2].C(C1C=C(O)C=CC=1)(C)C.[Cl:25]CC(O)=O.[OH-].[Na+].O=S(Cl)Cl, predict the reaction product. The product is: [CH:1]([C:4]1[CH:5]=[C:6]([CH:12]=[CH:13][CH:14]=1)[O:7][CH2:8][C:9]([Cl:25])=[O:10])([CH3:3])[CH3:2]. (2) Given the reactants [C:1]1([C:33]2[CH:38]=[CH:37][CH:36]=[CH:35][CH:34]=2)[CH:6]=[CH:5][C:4]([CH2:7][O:8][C:9]2[CH:14]=[CH:13][C:12]([CH2:15][CH2:16][CH2:17][O:18][C:19]3[CH:27]=[CH:26][C:25]([C:28]([O:30][CH2:31][CH3:32])=[O:29])=[CH:24][C:20]=3[C:21](O)=[O:22])=[CH:11][CH:10]=2)=[CH:3][CH:2]=1.Cl.[NH2:40][C@H:41]1[CH2:45][CH2:44][C@@H:43]([C:46]([O:48][CH3:49])=[O:47])[CH2:42]1, predict the reaction product. The product is: [C:1]1([C:33]2[CH:34]=[CH:35][CH:36]=[CH:37][CH:38]=2)[CH:2]=[CH:3][C:4]([CH2:7][O:8][C:9]2[CH:10]=[CH:11][C:12]([CH2:15][CH2:16][CH2:17][O:18][C:19]3[CH:27]=[CH:26][C:25]([C:28]([O:30][CH2:31][CH3:32])=[O:29])=[CH:24][C:20]=3[C:21]([NH:40][C@H:41]3[CH2:45][CH2:44][C@@H:43]([C:46]([O:48][CH3:49])=[O:47])[CH2:42]3)=[O:22])=[CH:13][CH:14]=2)=[CH:5][CH:6]=1. (3) The product is: [Br:6][C:7]1[S:11][C:10]2=[N:12][C:13](=[O:2])[CH:14]=[C:15]([CH3:16])[N:9]2[N:8]=1. Given the reactants S(=O)(=O)(O)[OH:2].[Br:6][C:7]1[S:11][C:10]([N-:12][CH2:13][CH2:14][C:15](=O)[CH3:16])=[N:9][N:8]=1, predict the reaction product. (4) Given the reactants [CH3:1][CH:2]1[NH:6][C:5](=[O:7])[CH2:4][CH2:3]1.[F:8][C:9]1[CH:14]=[CH:13][C:12]([S:15](Cl)(=[O:17])=[O:16])=[CH:11][CH:10]=1, predict the reaction product. The product is: [F:8][C:9]1[CH:14]=[CH:13][C:12]([S:15]([N:6]2[CH:2]([CH3:1])[CH2:3][CH2:4][C:5]2=[O:7])(=[O:17])=[O:16])=[CH:11][CH:10]=1. (5) Given the reactants [NH2:1][C:2]1[C:3]([C:12]#[C:13][C:14]2[N:15]([CH3:25])[N:16]=[C:17]3[C:22]=2[CH:21]=[CH:20][C:19]([O:23][CH3:24])=[CH:18]3)=[N:4][CH:5]=[CH:6][C:7]=1[C:8]([O:10][CH3:11])=[O:9].C([O-])([O-])=O.[Ca+2], predict the reaction product. The product is: [CH3:24][O:23][C:19]1[CH:20]=[CH:21][C:22]2[C:17]([CH:18]=1)=[N:16][N:15]([CH3:25])[C:14]=2[C:13]1[NH:1][C:2]2[C:3](=[N:4][CH:5]=[CH:6][C:7]=2[C:8]([O:10][CH3:11])=[O:9])[CH:12]=1. (6) Given the reactants C([O:3][C:4](=[O:38])[CH2:5][C:6]1[CH:7]=[C:8]([C:14]2[CH:19]=[CH:18][C:17]([C:20]([F:23])([F:22])[F:21])=[CH:16][C:15]=2[CH2:24][N:25]([CH2:36][CH3:37])[C:26]([NH:28][CH2:29][C:30]2[CH:35]=[CH:34][CH:33]=[CH:32][CH:31]=2)=[O:27])[C:9]([O:12][CH3:13])=[CH:10][CH:11]=1)C.[OH-].[Na+].Cl, predict the reaction product. The product is: [CH2:29]([NH:28][C:26](=[O:27])[N:25]([CH2:24][C:15]1[CH:16]=[C:17]([C:20]([F:22])([F:23])[F:21])[CH:18]=[CH:19][C:14]=1[C:8]1[C:9]([O:12][CH3:13])=[CH:10][CH:11]=[C:6]([CH2:5][C:4]([OH:38])=[O:3])[CH:7]=1)[CH2:36][CH3:37])[C:30]1[CH:31]=[CH:32][CH:33]=[CH:34][CH:35]=1. (7) Given the reactants C([N-]C(C)C)(C)C.[Li+].[CH3:9][N:10]([CH3:25])[CH2:11][CH2:12][CH2:13][CH:14]([C:17]1[CH:22]=[CH:21][CH:20]=[C:19]([O:23][CH3:24])[CH:18]=1)[C:15]#[N:16].[C:26](=[C:29]([C:35]([O:37][CH2:38][CH3:39])=[O:36])[C:30]([O:32][CH2:33][CH3:34])=[O:31])([CH3:28])[CH3:27].[ClH:40], predict the reaction product. The product is: [ClH:40].[C:15]([C:14]([C:17]1[CH:22]=[CH:21][CH:20]=[C:19]([O:23][CH3:24])[CH:18]=1)([CH2:13][CH2:12][CH2:11][N:10]([CH3:9])[CH3:25])[C:26]([CH:29]([C:35]([O:37][CH2:38][CH3:39])=[O:36])[C:30]([O:32][CH2:33][CH3:34])=[O:31])([CH3:27])[CH3:28])#[N:16]. (8) Given the reactants [CH2:1]([O:3][C:4]([C:6]1[S:7][CH:8]=[C:9]([C:11]([OH:13])=[O:12])[N:10]=1)=[O:5])[CH3:2].[C:14](O)([CH3:17])([CH3:16])[CH3:15].N1C=CC=CC=1.C1(C)C=CC(S(Cl)(=O)=O)=CC=1, predict the reaction product. The product is: [S:7]1[CH:8]=[C:9]([C:11]([O:13][C:14]([CH3:17])([CH3:16])[CH3:15])=[O:12])[N:10]=[C:6]1[C:4]([O:3][CH2:1][CH3:2])=[O:5]. (9) Given the reactants [Cl:1][C:2]1[CH:7]=[C:6](Cl)[CH:5]=[C:4]([CH3:9])[N:3]=1.[CH3:10][C:11]1[N:15]=[C:14]([CH3:16])[NH:13][N:12]=1.C(=O)([O-])[O-].[Cs+].[Cs+], predict the reaction product. The product is: [Cl:1][C:2]1[CH:7]=[C:6]([N:12]2[C:11]([CH3:10])=[N:15][C:14]([CH3:16])=[N:13]2)[CH:5]=[C:4]([CH3:9])[N:3]=1. (10) Given the reactants I[C:2]1[CH:3]=[CH:4][C:5]([N:8]2[CH:12]=[CH:11][C:10]([CH:13]([C:15]3[CH:32]=[CH:31][C:18]4[N:19]([CH2:23][O:24][CH2:25][CH2:26][Si:27]([CH3:30])([CH3:29])[CH3:28])[C:20](=[O:22])[S:21][C:17]=4[CH:16]=3)[CH3:14])=[N:9]2)=[N:6][CH:7]=1.Cl.[CH3:34][C:35]1([OH:39])[CH2:38][NH:37][CH2:36]1.C(=O)([O-])[O-].[Cs+].[Cs+].C1C=C2C=CC(O)=C(C3C4C(=CC=CC=4)C=CC=3O)C2=CC=1, predict the reaction product. The product is: [OH:39][C:35]1([CH3:34])[CH2:38][N:37]([C:2]2[CH:3]=[CH:4][C:5]([N:8]3[CH:12]=[CH:11][C:10]([CH:13]([C:15]4[CH:32]=[CH:31][C:18]5[N:19]([CH2:23][O:24][CH2:25][CH2:26][Si:27]([CH3:30])([CH3:29])[CH3:28])[C:20](=[O:22])[S:21][C:17]=5[CH:16]=4)[CH3:14])=[N:9]3)=[N:6][CH:7]=2)[CH2:36]1.